Dataset: Forward reaction prediction with 1.9M reactions from USPTO patents (1976-2016). Task: Predict the product of the given reaction. (1) Given the reactants [Cl:1][C:2]1[C:3]([C:22]2[S:26][C:25]([C:27]3(O)[CH2:30][CH2:29][CH2:28]3)=[N:24][CH:23]=2)=[C:4]2[CH:10]=[C:9]([I:11])[N:8]([S:12]([C:15]3[CH:21]=[CH:20][C:18]([CH3:19])=[CH:17][CH:16]=3)(=[O:14])=[O:13])[C:5]2=[N:6][CH:7]=1.C(N(S(F)(F)[F:38])CC)C, predict the reaction product. The product is: [Cl:1][C:2]1[C:3]([C:22]2[S:26][C:25]([C:27]3([F:38])[CH2:30][CH2:29][CH2:28]3)=[N:24][CH:23]=2)=[C:4]2[CH:10]=[C:9]([I:11])[N:8]([S:12]([C:15]3[CH:21]=[CH:20][C:18]([CH3:19])=[CH:17][CH:16]=3)(=[O:14])=[O:13])[C:5]2=[N:6][CH:7]=1. (2) Given the reactants Cl[C:2]1[N:7]=[CH:6][C:5]([NH:8][CH3:9])=[C:4]([C:10]2[CH:15]=[CH:14][CH:13]=[CH:12][C:11]=2[CH3:16])[CH:3]=1.CC(C)([O-])C.[Na+].C1C=CC(P(C2C(C3C(P(C4C=CC=CC=4)C4C=CC=CC=4)=CC=C4C=3C=CC=C4)=C3C(C=CC=C3)=CC=2)C2C=CC=CC=2)=CC=1.[CH3:69][O:70][CH2:71][CH2:72][NH:73][CH3:74], predict the reaction product. The product is: [CH3:69][O:70][CH2:71][CH2:72][N:73]([CH3:74])[C:2]1[CH:3]=[C:4]([C:10]2[CH:15]=[CH:14][CH:13]=[CH:12][C:11]=2[CH3:16])[C:5]([NH:8][CH3:9])=[CH:6][N:7]=1. (3) Given the reactants Br.[C:2]([OH:5])(=O)[CH3:3].[CH3:6][O:7][C:8]1[CH:9]=[C:10]2[C:15](=[C:16]3[CH2:20][C:19]([CH3:22])([CH3:21])[O:18][C:17]=13)[C:14]([C:23]1[CH:28]=[CH:27][N+:26]([O-])=[CH:25][CH:24]=1)=[N:13][C:12]([CH3:31])([CH3:30])[CH2:11]2.ClC1[CH:42]=[C:41](C)[C:40]2[C:35](=[CH:36][CH:37]=[CH:38][CH:39]=2)[N:34]=1.N, predict the reaction product. The product is: [CH3:42][C:41]1[C:40]2[C:35](=[CH:36][CH:37]=[CH:38][CH:39]=2)[N:34]([C:27]2[CH:28]=[C:23]([C:14]3[C:15]4[C:10](=[CH:9][C:8]([O:7][CH3:6])=[C:17]5[O:18][C:19]([CH3:21])([CH3:22])[CH2:20][C:16]5=4)[CH2:11][C:12]([CH3:31])([CH3:30])[N:13]=3)[CH:24]=[CH:25][N:26]=2)[C:2](=[O:5])[CH:3]=1.